The task is: Predict the reactants needed to synthesize the given product.. This data is from Full USPTO retrosynthesis dataset with 1.9M reactions from patents (1976-2016). (1) Given the product [Br:10][C:11]1[CH:16]=[C:15]([C:17]([C:27]2[CH:26]=[C:25]([CH3:24])[C:30]3[NH:31][C:32](=[O:34])[O:33][C:29]=3[CH:28]=2)=[O:19])[CH:14]=[CH:13][N:12]=1, predict the reactants needed to synthesize it. The reactants are: S(Cl)(Cl)=O.CN(C=O)C.[Br:10][C:11]1[CH:16]=[C:15]([C:17]([OH:19])=O)[CH:14]=[CH:13][N:12]=1.[Cl-].[Cl-].[Cl-].[Al+3].[CH3:24][C:25]1[C:30]2[NH:31][C:32](=[O:34])[O:33][C:29]=2[CH:28]=[CH:27][CH:26]=1.BrBr.ClCl. (2) The reactants are: [Br:1][C:2]1[CH:3]=[N:4][CH:5]=[CH:6][C:7]=1Cl.C(=O)([O-])[O-].[Cs+].[Cs+].[NH:15]1[CH2:18][CH2:17][CH2:16]1. Given the product [N:15]1([C:7]2[CH:6]=[CH:5][N:4]=[CH:3][C:2]=2[Br:1])[CH2:18][CH2:17][CH2:16]1, predict the reactants needed to synthesize it. (3) Given the product [CH3:1][C:2]1[NH:3][C:4]2[C:9]([CH:10]=1)=[CH:8][CH:7]=[CH:6][C:5]=2[B:14]1[O:15][C:16]([CH3:18])([CH3:17])[C:12]([CH3:28])([CH3:11])[O:13]1, predict the reactants needed to synthesize it. The reactants are: [CH3:1][C:2]1[NH:3][C:4]2[C:9]([CH:10]=1)=[CH:8][CH:7]=[CH:6][CH:5]=2.[CH3:11][C:12]1([CH3:28])[C:16]([CH3:18])([CH3:17])[O:15][B:14]([B:14]2[O:15][C:16]([CH3:18])([CH3:17])[C:12]([CH3:28])([CH3:11])[O:13]2)[O:13]1.